From a dataset of Catalyst prediction with 721,799 reactions and 888 catalyst types from USPTO. Predict which catalyst facilitates the given reaction. (1) Reactant: [NH2:1][C:2]1[CH:10]=[CH:9][CH:8]=[C:7]2[C:3]=1[CH2:4][N:5]([C:12]1[CH:20]=[C:19]3[C:15]([CH:16]=[CH:17][N:18]3[CH3:21])=[CH:14][CH:13]=1)[C:6]2=[O:11].C(N(CC)CC)C.[C:29](Cl)(=[O:31])[CH3:30]. Product: [CH3:21][N:18]1[C:19]2[C:15](=[CH:14][CH:13]=[C:12]([N:5]3[CH2:4][C:3]4[C:7](=[CH:8][CH:9]=[CH:10][C:2]=4[NH:1][C:29](=[O:31])[CH3:30])[C:6]3=[O:11])[CH:20]=2)[CH:16]=[CH:17]1. The catalyst class is: 7. (2) Reactant: [CH:1]([C:4]1[CH:9]=[CH:8][C:7]([C:10]([C:12]2[CH:17]=[C:16]([O:18][CH2:19][C:20]#[CH:21])[CH:15]=[CH:14][C:13]=2[NH:22][CH2:23][C:24]2[C:25]([O:30][CH2:31][CH2:32][O:33][CH3:34])=[N:26][CH:27]=[CH:28][CH:29]=2)=O)=[CH:6][CH:5]=1)([CH3:3])[CH3:2].[O-:35][C:36]#[N:37].[Na+]. Product: [CH:1]([C:4]1[CH:9]=[CH:8][C:7]([C:10]2[C:12]3[C:13](=[CH:14][CH:15]=[C:16]([O:18][CH2:19][C:20]#[CH:21])[CH:17]=3)[N:22]([CH2:23][C:24]3[C:25]([O:30][CH2:31][CH2:32][O:33][CH3:34])=[N:26][CH:27]=[CH:28][CH:29]=3)[C:36](=[O:35])[N:37]=2)=[CH:6][CH:5]=1)([CH3:3])[CH3:2]. The catalyst class is: 15. (3) Reactant: [CH3:1][C:2]1[CH:7]=[CH:6][C:5]([C:8](=[O:10])[CH3:9])=[CH:4][C:3]=1[N+:11]([O-:13])=[O:12].[Br:14]Br. Product: [Br:14][CH2:9][C:8]([C:5]1[CH:6]=[CH:7][C:2]([CH3:1])=[C:3]([N+:11]([O-:13])=[O:12])[CH:4]=1)=[O:10]. The catalyst class is: 2. (4) Reactant: [H-].[Na+].[CH2:3]([O:5][C:6](=[O:11])[CH2:7][C:8]([CH3:10])=O)[CH3:4].[Cl:12][C:13]1[N:18]=C(Cl)C=[C:15]([CH2:20][O:21][CH2:22][C:23]([F:26])([F:25])[F:24])[N:14]=1.[Cl-].[NH4+]. Product: [Cl:12][C:13]1[N:18]=[C:8]([CH2:7][C:6]([O:5][CH2:3][CH3:4])=[O:11])[CH:10]=[C:15]([CH2:20][O:21][CH2:22][C:23]([F:24])([F:26])[F:25])[N:14]=1. The catalyst class is: 182. (5) Reactant: [CH3:1][S:2][CH2:3][CH2:4][NH2:5].[C:6](O[C:6]([O:8][C:9]([CH3:12])([CH3:11])[CH3:10])=[O:7])([O:8][C:9]([CH3:12])([CH3:11])[CH3:10])=[O:7]. Product: [CH3:1][S:2][CH2:3][CH2:4][NH:5][C:6](=[O:7])[O:8][C:9]([CH3:12])([CH3:11])[CH3:10]. The catalyst class is: 7. (6) Reactant: [CH2:1]([O:3][C:4](=[O:16])[C:5]1[CH:10]=[CH:9][N:8]=[C:7]([NH:11][S:12]([CH3:15])(=[O:14])=[O:13])[CH:6]=1)[CH3:2].[C:17]1(B(O)O)[CH:22]=[CH:21][CH:20]=[CH:19][CH:18]=1.CCN(CC)CC. The catalyst class is: 749. Product: [CH2:1]([O:3][C:4](=[O:16])[C:5]1[CH:10]=[CH:9][N:8]=[C:7]([N:11]([S:12]([CH3:15])(=[O:13])=[O:14])[C:17]2[CH:22]=[CH:21][CH:20]=[CH:19][CH:18]=2)[CH:6]=1)[CH3:2].